From a dataset of Oral bioavailability binary classification data from Ma et al.. Regression/Classification. Given a drug SMILES string, predict its absorption, distribution, metabolism, or excretion properties. Task type varies by dataset: regression for continuous measurements (e.g., permeability, clearance, half-life) or binary classification for categorical outcomes (e.g., BBB penetration, CYP inhibition). Dataset: bioavailability_ma. The result is 1 (high bioavailability). The molecule is NS(=O)(=O)c1cc(C(=O)O)cc(N2CCCC2)c1Oc1ccccc1.